From a dataset of Catalyst prediction with 721,799 reactions and 888 catalyst types from USPTO. Predict which catalyst facilitates the given reaction. The catalyst class is: 3. Product: [NH2:31][C:10](=[O:11])[C@@H:9]([NH:8][C:6](=[O:7])[O:5][C:1]([CH3:2])([CH3:3])[CH3:4])[CH2:13][C:14]1[CH:19]=[CH:18][C:17]([S:20]([C:23]2[CH:28]=[CH:27][CH:26]=[CH:25][CH:24]=2)(=[O:21])=[O:22])=[CH:16][CH:15]=1. Reactant: [C:1]([O:5][C:6]([NH:8][C@@H:9]([CH2:13][C:14]1[CH:19]=[CH:18][C:17]([S:20]([C:23]2[CH:28]=[CH:27][CH:26]=[CH:25][CH:24]=2)(=[O:22])=[O:21])=[CH:16][CH:15]=1)[C:10](O)=[O:11])=[O:7])([CH3:4])([CH3:3])[CH3:2].C([N:31]1CCOCC1)C.CN(C(ON1N=NC2C=CC=CC1=2)=[N+](C)C)C.[B-](F)(F)(F)F.N.